From a dataset of Reaction yield outcomes from USPTO patents with 853,638 reactions. Predict the reaction yield, written as a fraction of the theoretical maximum amount of product (1.0 means a 100% yield; for example, 0.34 means a 34% yield). (1) The reactants are [Cl:1][C:2]1[C:7]([N+:8]([O-:10])=[O:9])=[CH:6][CH:5]=[C:4]([Cl:11])[C:3]=1[S:12](Cl)(=[O:14])=[O:13].[CH2:16]([O:18][CH2:19][CH2:20][NH2:21])[CH3:17].C(N(CC)CC)C. No catalyst specified. The product is [CH2:16]([O:18][CH2:19][CH2:20][NH:21][S:12]([C:3]1[C:4]([Cl:11])=[CH:5][CH:6]=[C:7]([N+:8]([O-:10])=[O:9])[C:2]=1[Cl:1])(=[O:14])=[O:13])[CH3:17]. The yield is 1.00. (2) The reactants are [NH2:1][CH2:2][C:3]1[CH:8]=[CH:7][C:6]([B:9]([OH:11])[OH:10])=[CH:5][C:4]=1[F:12].[C:13]([O:17][C:18](O[C:18]([O:17][C:13]([CH3:16])([CH3:15])[CH3:14])=[O:19])=[O:19])([CH3:16])([CH3:15])[CH3:14].C(N(CC)C(C)C)(C)C.Cl. The catalyst is O.O1CCCC1. The product is [F:12][C:4]1[CH:5]=[C:6]([B:9]([OH:11])[OH:10])[CH:7]=[CH:8][C:3]=1[CH2:2][NH:1][C:18]([O:17][C:13]([CH3:16])([CH3:15])[CH3:14])=[O:19]. The yield is 0.680. (3) The reactants are Cl.[F:2][C:3]1[C:4]([C:9](=[NH:11])[NH2:10])=[N:5][CH:6]=[CH:7][CH:8]=1.[Cl:12][C:13]1[CH:20]=[C:19]([Cl:21])[CH:18]=[CH:17][C:14]=1[CH:15]=O.O=[C:23]([CH3:30])[CH2:24][C:25]([O:27][CH2:28][CH3:29])=[O:26]. No catalyst specified. The product is [Cl:12][C:13]1[CH:20]=[C:19]([Cl:21])[CH:18]=[CH:17][C:14]=1[CH:15]1[C:24]([C:25]([O:27][CH2:28][CH3:29])=[O:26])=[C:23]([CH3:30])[NH:10][C:9]([C:4]2[C:3]([F:2])=[CH:8][CH:7]=[CH:6][N:5]=2)=[N:11]1. The yield is 0.540. (4) The reactants are [CH3:1][N:2]1[CH2:15][CH2:14][C:5]2[NH:6][C:7]3[CH:8]=[CH:9][C:10]([CH3:13])=[CH:11][C:12]=3[C:4]=2[CH2:3]1.[OH-].[K+].[CH3:18][C:19]1[N:24]=[CH:23][C:22]([CH:25]=[CH2:26])=[CH:21][N:20]=1. The catalyst is CN1CCCC1=O.O. The product is [CH3:1][N:2]1[CH2:15][CH2:14][C:5]2[N:6]([CH2:26][CH2:25][C:22]3[CH:21]=[N:20][C:19]([CH3:18])=[N:24][CH:23]=3)[C:7]3[CH:8]=[CH:9][C:10]([CH3:13])=[CH:11][C:12]=3[C:4]=2[CH2:3]1. The yield is 0.160. (5) The reactants are [NH2:1][C:2]1[CH:3]=[C:4]([SH:8])[CH:5]=[CH:6][CH:7]=1.Cl[C:10]1[CH:15]=[CH:14][C:13]([CH3:16])=[CH:12][C:11]=1[N+:17]([O-:19])=[O:18].C([O-])([O-])=O.[K+].[K+]. The catalyst is CN(C=O)C.O. The product is [CH3:16][C:13]1[CH:14]=[CH:15][C:10]([S:8][C:4]2[CH:3]=[C:2]([NH2:1])[CH:7]=[CH:6][CH:5]=2)=[C:11]([N+:17]([O-:19])=[O:18])[CH:12]=1. The yield is 0.320.